This data is from Catalyst prediction with 721,799 reactions and 888 catalyst types from USPTO. The task is: Predict which catalyst facilitates the given reaction. (1) Reactant: [NH2:1][C:2]1[C:7]([C:8]#[N:9])=[C:6]([C:10]2[CH:15]=[CH:14][C:13]([O:16][CH2:17][CH2:18][OH:19])=[CH:12][CH:11]=2)[C:5]([C:20]#[N:21])=[C:4]([S:22][CH2:23][C:24]2[N:25]=[C:26]([C:29]3[CH:34]=[CH:33][C:32]([Cl:35])=[CH:31][CH:30]=3)[S:27][CH:28]=2)[N:3]=1.C([NH:43][C@H:44]([C:56](O)=[O:57])[CH2:45][CH2:46][CH2:47][NH:48]C(OC(C)(C)C)=O)(OC(C)(C)C)=O.[ClH:59].CN(C)CCCN=C=NCC.CN(C=O)C. Product: [ClH:35].[ClH:59].[NH2:43][C@H:44]([C:56]([O:19][CH2:18][CH2:17][O:16][C:13]1[CH:12]=[CH:11][C:10]([C:6]2[C:5]([C:20]#[N:21])=[C:4]([S:22][CH2:23][C:24]3[N:25]=[C:26]([C:29]4[CH:30]=[CH:31][C:32]([Cl:35])=[CH:33][CH:34]=4)[S:27][CH:28]=3)[N:3]=[C:2]([NH2:1])[C:7]=2[C:8]#[N:9])=[CH:15][CH:14]=1)=[O:57])[CH2:45][CH2:46][CH2:47][NH2:48]. The catalyst class is: 119. (2) Reactant: NC1C(=O)N(CC2C=CC=CC=2)C(C2C=CC=CC=2)C=1C(N)=O.N([O-])=O.[Na+].C(OC(=O)C#CC(OCC)=O)C.C(OC([C:45]1[N:46]=[N:47][C:48]2([C:58]([C:59](=[O:61])[NH2:60])=[C:57]([C:62]3[CH:67]=[CH:66][CH:65]=[CH:64][CH:63]=3)[N:56]([CH2:68][C:69]3[CH:74]=[CH:73][CH:72]=[CH:71][CH:70]=3)[C:55]2=[O:75])[C:49]=1C(OCC)=O)=O)C.C(OC(C1C(C(OCC)=O)=C2N(C(=O)N(CC3C=CC=CC=3)C(C3C=CC=CC=3)=C2C(=O)N)N=1)=O)C. Product: [CH2:68]([N:56]1[C:57]([C:62]2[CH:63]=[CH:64][CH:65]=[CH:66][CH:67]=2)=[C:58]([C:59]([NH2:60])=[O:61])[C:48]2=[CH:49][CH:45]=[N:46][N:47]2[C:55]1=[O:75])[C:69]1[CH:74]=[CH:73][CH:72]=[CH:71][CH:70]=1. The catalyst class is: 9. (3) Reactant: [NH2:1][C:2]1[N:10]=[C:9]2[C:5]([N:6]=[CH:7][N:8]2[CH2:11][C:12]2[CH:17]=[CH:16][CH:15]=[CH:14][CH:13]=2)=[C:4]([C:18]#[C:19]C(C)(O)C)[N:3]=1.[OH-].[K+]. The catalyst class is: 11. Product: [NH2:1][C:2]1[N:10]=[C:9]2[C:5]([N:6]=[CH:7][N:8]2[CH2:11][C:12]2[CH:13]=[CH:14][CH:15]=[CH:16][CH:17]=2)=[C:4]([C:18]#[CH:19])[N:3]=1. (4) Reactant: [C:1]([O:5][C:6]([N:8]1[CH2:13][CH2:12][C:11](=[CH:14][CH2:15]O)[CH2:10][CH2:9]1)=[O:7])([CH3:4])([CH3:3])[CH3:2].CCN(CC)CC.CS([Cl:28])(=O)=O.C([O-])(O)=O.[Na+]. The catalyst class is: 2. Product: [C:1]([O:5][C:6]([N:8]1[CH2:13][CH2:12][C:11](=[CH:14][CH2:15][Cl:28])[CH2:10][CH2:9]1)=[O:7])([CH3:4])([CH3:3])[CH3:2].[C:1]([O:5][C:6]([N:8]1[CH2:9][CH:10]=[C:11]([CH:14]=[CH2:15])[CH2:12][CH2:13]1)=[O:7])([CH3:4])([CH3:3])[CH3:2]. (5) Reactant: [Br:1][C:2]1[C:3]([O:10][CH2:11][CH:12]2[CH2:14][CH2:13]2)=[CH:4][C:5]([O:8]C)=[N:6][CH:7]=1.[Li+].[Cl-].CC1C=CC(S(O)(=O)=O)=CC=1.O. Product: [Br:1][C:2]1[C:3]([O:10][CH2:11][CH:12]2[CH2:13][CH2:14]2)=[CH:4][C:5]([OH:8])=[N:6][CH:7]=1. The catalyst class is: 18.